From a dataset of NCI-60 drug combinations with 297,098 pairs across 59 cell lines. Regression. Given two drug SMILES strings and cell line genomic features, predict the synergy score measuring deviation from expected non-interaction effect. Drug 1: C1=CN(C(=O)N=C1N)C2C(C(C(O2)CO)O)O.Cl. Drug 2: CC1CCCC2(C(O2)CC(NC(=O)CC(C(C(=O)C(C1O)C)(C)C)O)C(=CC3=CSC(=N3)C)C)C. Cell line: TK-10. Synergy scores: CSS=27.9, Synergy_ZIP=-4.61, Synergy_Bliss=-5.87, Synergy_Loewe=-5.75, Synergy_HSA=-1.65.